Dataset: Choline transporter screen with 302,306 compounds. Task: Binary Classification. Given a drug SMILES string, predict its activity (active/inactive) in a high-throughput screening assay against a specified biological target. (1) The drug is S(Cc1cc(F)c(OC)cc1)c1nn2c(cc(nc2n1)C)C. The result is 1 (active). (2) The compound is O1CCN(CCCN2C(\C(C(=O)C2=O)=C(\O)c2ccccc2)c2ccc(cc2)C(C)C)CC1. The result is 0 (inactive). (3) The compound is O=C(NC1CCCC1)c1c2c([nH]c(=O)c1)cccc2. The result is 0 (inactive). (4) The compound is S1C2(SCC1)CCCc1oc(c(c21)C)C(OC)=O. The result is 0 (inactive). (5) The drug is o1c(nnc1c1ccc(OC)cc1)CCC. The result is 0 (inactive).